From a dataset of Catalyst prediction with 721,799 reactions and 888 catalyst types from USPTO. Predict which catalyst facilitates the given reaction. (1) Reactant: [NH2:1][C:2]1[C:11](I)=[C:10]2[C:5]([C:6](=[O:23])[N:7]([C:16]3[CH:21]=[CH:20][C:19]([Cl:22])=[CH:18][CH:17]=3)[C:8]([CH:13]([CH3:15])[CH3:14])=[N:9]2)=[CH:4][CH:3]=1.[CH3:24][Si:25]([C:28]#[CH:29])([CH3:27])[CH3:26].C(N(CC)CC)C. The catalyst class is: 471. Product: [NH2:1][C:2]1[C:11]([C:29]#[C:28][Si:25]([CH3:27])([CH3:26])[CH3:24])=[C:10]2[C:5]([C:6](=[O:23])[N:7]([C:16]3[CH:21]=[CH:20][C:19]([Cl:22])=[CH:18][CH:17]=3)[C:8]([CH:13]([CH3:15])[CH3:14])=[N:9]2)=[CH:4][CH:3]=1. (2) Reactant: [Cl:1]Cl.[CH2:3]([CH2:7][C@H:8]([NH2:12])[C:9]([OH:11])=[O:10])[CH2:4][CH2:5][NH2:6].[ClH:13]. Product: [ClH:1].[ClH:1].[Cl:13][CH:3]([CH2:4][CH2:5][NH2:6])[CH2:7][C@@H:8]([C:9]([OH:11])=[O:10])[NH2:12]. The catalyst class is: 33. (3) Reactant: [C:1]12([C:11](Cl)=[O:12])[CH2:10][CH:5]3[CH2:6][CH:7]([CH2:9][CH:3]([CH2:4]3)[CH2:2]1)[CH2:8]2.N1C=CC=CC=1.[Cl:20][C:21]1[CH:30]=[CH:29][C:24]([C:25](=[N:27]O)[NH2:26])=[CH:23][CH:22]=1. Product: [C:1]12([C:11]3[O:12][N:27]=[C:25]([C:24]4[CH:29]=[CH:30][C:21]([Cl:20])=[CH:22][CH:23]=4)[N:26]=3)[CH2:2][CH:3]3[CH2:4][CH:5]([CH2:6][CH:7]([CH2:9]3)[CH2:8]1)[CH2:10]2. The catalyst class is: 11. (4) Product: [C:2]([C:4]1[CH:9]=[CH:8][C:7]([O:10][CH2:20][CH2:19][NH:18][C:16](=[O:17])[O:15][C:11]([CH3:14])([CH3:13])[CH3:12])=[CH:6][CH:5]=1)(=[O:3])[CH3:1]. The catalyst class is: 9. Reactant: [CH3:1][C:2]([C:4]1[CH:5]=[CH:6][C:7]([OH:10])=[CH:8][CH:9]=1)=[O:3].[C:11]([O:15][C:16]([NH:18][CH2:19][CH2:20]Br)=[O:17])([CH3:14])([CH3:13])[CH3:12].[I-].[K+].C(=O)([O-])[O-].[K+].[K+].